From a dataset of Reaction yield outcomes from USPTO patents with 853,638 reactions. Predict the reaction yield, written as a fraction of the theoretical maximum amount of product (1.0 means a 100% yield; for example, 0.34 means a 34% yield). (1) The reactants are [C:1]1([NH:7][C:8]2[CH:13]=[CH:12][CH:11]=[CH:10][CH:9]=2)[CH:6]=[CH:5][CH:4]=[CH:3][CH:2]=1.Br[C:15]1[CH:20]=[CH:19][C:18]([C:21]([C:23]([C:25]2[CH:30]=[CH:29][C:28](Br)=[CH:27][CH:26]=2)=[O:24])=[O:22])=[CH:17][CH:16]=1.C[C:33]([O-])([CH3:35])[CH3:34].[Na+].[NH4+:38].[Cl-]. The catalyst is C1(C)C=CC=CC=1.C1C=CC(/C=C/C(/C=C/C2C=CC=CC=2)=O)=CC=1.C1C=CC(/C=C/C(/C=C/C2C=CC=CC=2)=O)=CC=1.C1C=CC(/C=C/C(/C=C/C2C=CC=CC=2)=O)=CC=1.[Pd].[Pd].C1C=CC(P(C2C=CC=CC=2)[C-]2C=CC=C2)=CC=1.C1C=CC(P(C2C=CC=CC=2)[C-]2C=CC=C2)=CC=1.[Fe+2]. The product is [C:8]1([N:7]([C:15]2[CH:20]=[CH:19][C:18]([C:21]([C:23]([C:25]3[CH:30]=[CH:29][C:28]([N:38]([C:34]4[CH:33]=[CH:35][CH:13]=[CH:8][CH:9]=4)[C:1]4[CH:6]=[CH:5][CH:4]=[CH:3][CH:2]=4)=[CH:27][CH:26]=3)=[O:24])=[O:22])=[CH:17][CH:16]=2)[C:1]2[CH:2]=[CH:3][CH:4]=[CH:5][CH:6]=2)[CH:9]=[CH:10][CH:11]=[CH:12][CH:13]=1. The yield is 0.390. (2) The reactants are C([O:3][C:4](=[O:24])/[CH:5]=[CH:6]/[CH:7]1[CH2:16][C:15]2[C:10](=[CH:11][CH:12]=[CH:13][CH:14]=2)[CH2:9][N:8]1[C:17]([O:19][C:20]([CH3:23])([CH3:22])[CH3:21])=[O:18])C. The catalyst is C(O)C.[Pd]. The product is [C:20]([O:19][C:17]([N:8]1[CH:7]([CH2:6][CH2:5][C:4]([OH:24])=[O:3])[CH2:16][C:15]2[C:10](=[CH:11][CH:12]=[CH:13][CH:14]=2)[CH2:9]1)=[O:18])([CH3:23])([CH3:21])[CH3:22]. The yield is 0.960.